Dataset: Full USPTO retrosynthesis dataset with 1.9M reactions from patents (1976-2016). Task: Predict the reactants needed to synthesize the given product. Given the product [OH:26][NH:25][C:23](=[O:24])/[CH:22]=[CH:21]/[C:18]1[CH:19]=[CH:20][N:16]([S:13]([C:9]2[CH:10]=[CH:11][CH:12]=[C:7]([C:5]3[CH:4]=[N:3][N:2]([CH3:1])[CH:6]=3)[CH:8]=2)(=[O:15])=[O:14])[CH:17]=1, predict the reactants needed to synthesize it. The reactants are: [CH3:1][N:2]1[CH:6]=[C:5]([C:7]2[CH:8]=[C:9]([S:13]([N:16]3[CH:20]=[CH:19][C:18](/[CH:21]=[CH:22]/[C:23]([NH:25][O:26]C4CCCCO4)=[O:24])=[CH:17]3)(=[O:15])=[O:14])[CH:10]=[CH:11][CH:12]=2)[CH:4]=[N:3]1.Cl.